This data is from Reaction yield outcomes from USPTO patents with 853,638 reactions. The task is: Predict the reaction yield, written as a fraction of the theoretical maximum amount of product (1.0 means a 100% yield; for example, 0.34 means a 34% yield). (1) The reactants are [CH3:1][C:2]1[S:6][C:5]([C:7]2[CH:12]=[N:11][CH:10]=[CH:9][N:8]=2)=[N:4][C:3]=1[OH:13].[H-].[Na+].C1C=CC(N([S:23]([C:26]([F:29])([F:28])[F:27])(=[O:25])=[O:24])[S:23]([C:26]([F:29])([F:28])[F:27])(=[O:25])=[O:24])=CC=1.O. The catalyst is C1COCC1. The product is [CH3:1][C:2]1[S:6][C:5]([C:7]2[CH:12]=[N:11][CH:10]=[CH:9][N:8]=2)=[N:4][C:3]=1[O:13][S:23]([C:26]([F:29])([F:28])[F:27])(=[O:25])=[O:24]. The yield is 0.362. (2) The reactants are [NH:1]([C:8]1[CH:16]=[C:15]([C:17](O)=[O:18])[C:14]([NH:20][C:21]2[CH:26]=[CH:25][CH:24]=[CH:23][CH:22]=2)=[CH:13][C:9]=1[C:10](O)=[O:11])[C:2]1[CH:7]=[CH:6][CH:5]=[CH:4][CH:3]=1.P(=O)(O)(O)O. No catalyst specified. The product is [CH:24]1[CH:25]=[C:26]2[C:17]([C:15]3[C:14]([NH:20][C:21]2=[CH:22][CH:23]=1)=[CH:13][C:9]1[C:10]([C:7]2[C:2]([NH:1][C:8]=1[CH:16]=3)=[CH:3][CH:4]=[CH:5][CH:6]=2)=[O:11])=[O:18]. The yield is 0.900. (3) The reactants are [CH2:1]([N:4]([CH2:12][C:13](N(OC)C)=[O:14])[C:5](=[O:11])[O:6][C:7]([CH3:10])([CH3:9])[CH3:8])[CH:2]=[CH2:3].[S:19]1[CH:23]=[CH:22][CH:21]=[C:20]1[Li]. The catalyst is O1CCCC1. The product is [CH2:1]([N:4]([CH2:12][C:13](=[O:14])[C:20]1[S:19][CH:23]=[CH:22][CH:21]=1)[C:5](=[O:11])[O:6][C:7]([CH3:8])([CH3:9])[CH3:10])[CH:2]=[CH2:3]. The yield is 0.560. (4) The reactants are [CH3:1][C:2]1[C:3]([NH2:9])=[N:4][C:5]([CH3:8])=[CH:6][N:7]=1.[Cl:10][CH2:11][C:12](=O)[CH2:13]Cl. The catalyst is CCO. The product is [Cl:10][CH2:11][C:12]1[N:9]=[C:3]2[C:2]([CH3:1])=[N:7][CH:6]=[C:5]([CH3:8])[N:4]2[CH:13]=1. The yield is 0.850. (5) The reactants are [CH:1]1([NH:4][C:5]([NH:7][C:8]2[CH:13]=[CH:12][C:11]([O:14][C:15]3[CH:20]=[CH:19][N:18]=[C:17]4[CH:21]=[C:22]([C:24]5[CH:29]=[CH:28][C:27]([CH2:30][NH:31][CH2:32][CH2:33][O:34][CH3:35])=[CH:26][N:25]=5)[S:23][C:16]=34)=[C:10]([F:36])[CH:9]=2)=[O:6])[CH2:3][CH2:2]1.Cl[C:38]([O:40][CH3:41])=[O:39].CCN(C(C)C)C(C)C. The catalyst is C1COCC1. The product is [CH:1]1([NH:4][C:5](=[O:6])[NH:7][C:8]2[CH:13]=[CH:12][C:11]([O:14][C:15]3[CH:20]=[CH:19][N:18]=[C:17]4[CH:21]=[C:22]([C:24]5[N:25]=[CH:26][C:27]([CH2:30][N:31]([CH2:32][CH2:33][O:34][CH3:35])[C:38](=[O:39])[O:40][CH3:41])=[CH:28][CH:29]=5)[S:23][C:16]=34)=[C:10]([F:36])[CH:9]=2)[CH2:3][CH2:2]1. The yield is 0.502. (6) The reactants are Cl[C:2]1[N:3]([CH2:25][CH:26]([CH3:28])[CH3:27])[C:4]2[C:9]([N:10]=1)=[C:8]([N:11]1[CH2:16][CH2:15][O:14][CH2:13][C@@H:12]1[CH3:17])[N:7]=[C:6]([C:18]1[CH:19]=[N:20][C:21]([NH2:24])=[N:22][CH:23]=1)[N:5]=2.[NH:29]1[CH2:34][CH2:33][NH:32][CH2:31][CH2:30]1. The catalyst is CN1CCCC1=O. The product is [CH2:25]([N:3]1[C:2]([N:29]2[CH2:34][CH2:33][NH:32][CH2:31][CH2:30]2)=[N:10][C:9]2[C:4]1=[N:5][C:6]([C:18]1[CH:19]=[N:20][C:21]([NH2:24])=[N:22][CH:23]=1)=[N:7][C:8]=2[N:11]1[CH2:16][CH2:15][O:14][CH2:13][C@@H:12]1[CH3:17])[CH:26]([CH3:28])[CH3:27]. The yield is 0.710. (7) The reactants are [SH:1][C:2]1[S:3][C:4]2[CH:10]=[CH:9][C:8]([CH3:11])=[CH:7][C:5]=2[N:6]=1.Cl[C:13]1[C:18]([Cl:19])=[CH:17][C:16]([N+:20]([O-:22])=[O:21])=[CH:15][C:14]=1[C:23](=[O:25])[CH3:24].[H-].[Na+]. The catalyst is CN(C=O)C. The product is [Cl:19][C:18]1[C:13]([S:1][C:2]2[S:3][C:4]3[CH:10]=[CH:9][C:8]([CH3:11])=[CH:7][C:5]=3[N:6]=2)=[C:14]([C:23](=[O:25])[CH3:24])[CH:15]=[C:16]([N+:20]([O-:22])=[O:21])[CH:17]=1. The yield is 0.980.